From a dataset of Forward reaction prediction with 1.9M reactions from USPTO patents (1976-2016). Predict the product of the given reaction. Given the reactants [C:1]([Si:5]([CH3:24])([CH3:23])[O:6][C:7]1[CH:16]=[C:15]2[C:10]([C:11]3[CH2:22][CH2:21][CH2:20][CH2:19][CH2:18][C:12]=3[C:13](=[O:17])[O:14]2)=[CH:9][CH:8]=1)([CH3:4])([CH3:3])[CH3:2].CC(C[AlH]CC(C)C)C, predict the reaction product. The product is: [C:1]([Si:5]([CH3:24])([CH3:23])[O:6][C:7]1[CH:16]=[C:15]2[C:10]([C:11]3[CH2:22][CH2:21][CH2:20][CH2:19][CH2:18][C:12]=3[CH:13]([OH:17])[O:14]2)=[CH:9][CH:8]=1)([CH3:4])([CH3:3])[CH3:2].